From a dataset of Catalyst prediction with 721,799 reactions and 888 catalyst types from USPTO. Predict which catalyst facilitates the given reaction. (1) Product: [F:22][C:23]([F:29])([F:28])[CH2:24][C:25]([NH:11][C:9]1[N:10]=[C:5]2[CH:4]=[CH:3][C:2]([F:1])=[CH:7][N:6]2[C:8]=1[CH3:12])=[O:26]. Reactant: [F:1][C:2]1[CH:3]=[CH:4][C:5]2[N:6]([C:8]([CH3:12])=[C:9]([NH2:11])[N:10]=2)[CH:7]=1.C(N(CC)C(C)C)(C)C.[F:22][C:23]([F:29])([F:28])[CH2:24][C:25](Cl)=[O:26]. The catalyst class is: 4. (2) Reactant: C(OC([NH:8][C@@H:9]1[C:23](=[O:24])[N:22]2[CH2:25][C@H:26]([O:28][C:29]3[N:30]=[C:31]4[C:36](=[C:37]5[C:42]=3[CH:41]=[CH:40][CH:39]=[CH:38]5)[CH:35]=[CH:34][CH:33]=[CH:32]4)[CH2:27][C@H:21]2[C:20](=[O:43])[NH:19][C@:18]2([C:45]([O:47][CH2:48][CH3:49])=[O:46])[CH2:44][C@H:17]2[CH:16]=[CH:15][CH2:14][CH2:13][CH2:12][CH2:11][CH2:10]1)=O)(C)(C)C.[ClH:50].O1CCOCC1. Product: [NH2:8][C@@H:9]1[C:23](=[O:24])[N:22]2[CH2:25][C@H:26]([O:28][C:29]3[N:30]=[C:31]4[C:36](=[C:37]5[C:42]=3[CH:41]=[CH:40][CH:39]=[CH:38]5)[CH:35]=[CH:34][CH:33]=[CH:32]4)[CH2:27][C@H:21]2[C:20](=[O:43])[NH:19][C@:18]2([C:45]([O:47][CH2:48][CH3:49])=[O:46])[CH2:44][C@H:17]2[CH:16]=[CH:15][CH2:14][CH2:13][CH2:12][CH2:11][CH2:10]1.[ClH:50]. The catalyst class is: 13. (3) Reactant: [CH3:1][O:2][C:3](=[O:21])[C:4]([C:7]1[CH:12]=[C:11]([Cl:13])[CH:10]=[CH:9][C:8]=1[O:14][C:15]1[CH:20]=[CH:19][CH:18]=[CH:17][CH:16]=1)=[CH:5]O.CCCCCC.C1(C)C=CC=CC=1. Product: [CH3:1][O:2][C:3]([C:4]1[C:7]2[CH:12]=[C:11]([Cl:13])[CH:10]=[CH:9][C:8]=2[O:14][C:15]2[CH:20]=[CH:19][CH:18]=[CH:17][C:16]=2[CH:5]=1)=[O:21]. The catalyst class is: 6. (4) Reactant: [CH:1]([C@@H:4]1[CH2:9][CH2:8][C@@H:7]([CH3:10])[CH2:6][C@H:5]1[CH:11]=[O:12])([CH3:3])[CH3:2].[CH2:13]([Mg]Br)[C:14]#[CH:15]. Product: [CH:1]([C@@H:4]1[CH2:9][CH2:8][C@@H:7]([CH3:10])[CH2:6][C@H:5]1[CH:11]([OH:12])[CH2:15][C:14]#[CH:13])([CH3:3])[CH3:2]. The catalyst class is: 1. (5) Reactant: [O:1]1[CH:5]=[CH:4][CH:3]=[C:2]1[CH2:6][O:7][C:8]1[CH:9]=[C:10]([N+:14]([O-])=O)[CH:11]=[CH:12][CH:13]=1.Cl.[OH-].[Na+]. Product: [O:1]1[CH:5]=[CH:4][CH:3]=[C:2]1[CH2:6][O:7][C:8]1[CH:9]=[C:10]([CH:11]=[CH:12][CH:13]=1)[NH2:14]. The catalyst class is: 186.